This data is from Full USPTO retrosynthesis dataset with 1.9M reactions from patents (1976-2016). The task is: Predict the reactants needed to synthesize the given product. (1) Given the product [CH3:14][C:5]1[CH:6]=[CH:7][CH:8]=[C:9]2[C:4]=1[N:3]=[C:2]([C:21]1[CH:26]=[CH:25][CH:24]=[CH:23][CH:22]=1)[C:11]([CH2:12][OH:13])=[CH:10]2, predict the reactants needed to synthesize it. The reactants are: Cl[C:2]1[C:11]([CH2:12][OH:13])=[CH:10][C:9]2[C:4](=[C:5]([CH3:14])[CH:6]=[CH:7][CH:8]=2)[N:3]=1.C([O-])([O-])=O.[K+].[K+].[C:21]1(B(O)O)[CH:26]=[CH:25][CH:24]=[CH:23][CH:22]=1. (2) Given the product [F:1][C:2]1[CH:9]=[CH:8][CH:7]=[C:6]([S:10]([N:13]2[CH2:17][CH2:16][S:15](=[O:19])[CH2:14]2)(=[O:12])=[O:11])[C:3]=1[C:4]#[N:5], predict the reactants needed to synthesize it. The reactants are: [F:1][C:2]1[CH:9]=[CH:8][CH:7]=[C:6]([S:10]([N:13]2[CH2:17][CH2:16][S:15][CH2:14]2)(=[O:12])=[O:11])[C:3]=1[C:4]#[N:5].I([O-])(=O)(=O)=[O:19].[Na+]. (3) Given the product [C:57]1([CH2:63][C:64]([N:11]2[CH2:16][CH2:15][N:14]([CH2:17][C:18]3[CH:28]=[C:27]([C:29]([F:31])([F:32])[F:30])[CH:26]=[CH:25][C:19]=3[O:20][CH2:21][C:22]([OH:24])=[O:23])[CH2:13][CH2:12]2)=[O:65])[CH:62]=[CH:61][CH:60]=[CH:59][CH:58]=1, predict the reactants needed to synthesize it. The reactants are: FC1C=CC(S([N:11]2[CH2:16][CH2:15][N:14]([CH2:17][C:18]3[CH:28]=[C:27]([C:29]([F:32])([F:31])[F:30])[CH:26]=[CH:25][C:19]=3[O:20][CH2:21][C:22]([OH:24])=[O:23])[CH2:13][CH2:12]2)(=O)=O)=CC=1.CN(C(ON1N=NC2C=CC=NC1=2)=[N+](C)C)C.F[P-](F)(F)(F)(F)F.[C:57]1([CH2:63][C:64](O)=[O:65])[CH:62]=[CH:61][CH:60]=[CH:59][CH:58]=1.CO. (4) Given the product [CH3:16][N:14]([CH3:15])[C:13]1[CH:12]=[CH:11][C:4]([C:5](=[O:6])[N:7]([O:9][CH3:10])[CH3:8])=[CH:3][C:2]=1[NH:1][C:24](=[O:25])[O:26][CH2:27][C:28]1[CH:33]=[CH:32][CH:31]=[CH:30][CH:29]=1, predict the reactants needed to synthesize it. The reactants are: [NH2:1][C:2]1[CH:3]=[C:4]([CH:11]=[CH:12][C:13]=1[N:14]([CH3:16])[CH3:15])[C:5]([N:7]([O:9][CH3:10])[CH3:8])=[O:6].C(=O)([O-])[O-].[Cs+].[Cs+].Cl[C:24]([O:26][CH2:27][C:28]1[CH:33]=[CH:32][CH:31]=[CH:30][CH:29]=1)=[O:25]. (5) Given the product [C:11]([C:3]1[C:2]([N:1]=[CH:15][N:16]([CH3:18])[CH3:17])=[N:7][C:6]([CH:8]([CH3:10])[CH3:9])=[CH:5][N:4]=1)#[N:12], predict the reactants needed to synthesize it. The reactants are: [NH2:1][C:2]1[C:3]([C:11]#[N:12])=[N:4][CH:5]=[C:6]([CH:8]([CH3:10])[CH3:9])[N:7]=1.CO[CH:15](OC)[N:16]([CH3:18])[CH3:17]. (6) Given the product [F:38][C:28]1[CH:29]=[C:30]2[C:35](=[CH:36][C:27]=1[NH:26][C:15]1[N:14]=[CH:13][C:12]3=[CH:11][CH:10]=[C:9]([C:6]4[CH:7]=[N:8][C:3]([O:2][CH3:1])=[CH:4][CH:5]=4)[N:17]3[N:16]=1)[NH:34][C:33](=[O:37])[CH2:32][CH2:31]2, predict the reactants needed to synthesize it. The reactants are: [CH3:1][O:2][C:3]1[N:8]=[CH:7][C:6]([C:9]2[N:17]3[C:12]([CH:13]=[N:14][C:15](OS(C(F)(F)F)(=O)=O)=[N:16]3)=[CH:11][CH:10]=2)=[CH:5][CH:4]=1.[NH2:26][C:27]1[CH:36]=[C:35]2[C:30]([CH2:31][CH2:32][C:33](=[O:37])[NH:34]2)=[CH:29][C:28]=1[F:38].